This data is from Catalyst prediction with 721,799 reactions and 888 catalyst types from USPTO. The task is: Predict which catalyst facilitates the given reaction. (1) Reactant: [NH2:1][C:2]([N:4]([CH2:21][CH2:22][CH:23]([O:27][CH2:28][CH3:29])[O:24][CH2:25][CH3:26])[CH:5]1[CH2:10][CH2:9][N:8](C(OCC2C=CC=CC=2)=O)[CH2:7][CH2:6]1)=[O:3]. Product: [CH2:25]([O:24][CH:23]([O:27][CH2:28][CH3:29])[CH2:22][CH2:21][N:4]([CH:5]1[CH2:6][CH2:7][NH:8][CH2:9][CH2:10]1)[C:2]([NH2:1])=[O:3])[CH3:26]. The catalyst class is: 43. (2) Reactant: Cl.[NH2:2][C:3]1[CH:7]=[CH:6][NH:5][C:4]=1[C:8]([O:10][CH2:11][CH3:12])=[O:9].[CH3:13][C:14]1[CH:30]=[CH:29][C:17]2[NH:18][C:19]([S:21][C:22]3[O:26][C:25]([CH:27]=O)=[CH:24][CH:23]=3)=[N:20][C:16]=2[CH:15]=1.[CH3:31][C:32]1([CH3:40])[CH2:39][C:37](=O)[CH2:36][C:34](=[O:35])[CH2:33]1.C(N(CC)C(C)C)(C)C. Product: [CH2:11]([O:10][C:8]([C:4]1[NH:5][CH:6]=[C:7]2[CH:27]([C:25]3[O:26][C:22]([S:21][C:19]4[NH:18][C:17]5[CH:29]=[CH:30][C:14]([CH3:13])=[CH:15][C:16]=5[N:20]=4)=[CH:23][CH:24]=3)[C:36]3[C:34](=[O:35])[CH2:33][C:32]([CH3:40])([CH3:31])[CH2:39][C:37]=3[NH:2][C:3]=12)=[O:9])[CH3:12]. The catalyst class is: 8. (3) Reactant: [Br:1][C:2]1[C:3]([CH2:9][OH:10])=[N:4][CH:5]=[CH:6][C:7]=1[CH3:8].CC(OI1(OC(C)=O)(OC(C)=O)OC(=O)C2C=CC=CC1=2)=O. Product: [Br:1][C:2]1[C:3]([CH:9]=[O:10])=[N:4][CH:5]=[CH:6][C:7]=1[CH3:8]. The catalyst class is: 2. (4) Reactant: [O:1]1[CH2:6][CH:5]=[C:4]([C:7]2[CH:13]=[CH:12][C:10]([NH2:11])=[C:9]([F:14])[CH:8]=2)[CH2:3][CH2:2]1. The catalyst class is: 50. Product: [F:14][C:9]1[CH:8]=[C:7]([CH:4]2[CH2:3][CH2:2][O:1][CH2:6][CH2:5]2)[CH:13]=[CH:12][C:10]=1[NH2:11].